This data is from Reaction yield outcomes from USPTO patents with 853,638 reactions. The task is: Predict the reaction yield, written as a fraction of the theoretical maximum amount of product (1.0 means a 100% yield; for example, 0.34 means a 34% yield). (1) The reactants are C([O:5][C:6](=[O:57])[CH2:7][N:8]([CH2:49][C:50](=[O:56])[O:51]C(C)(C)C)[CH:9]([CH2:39][C:40]1[CH:45]=[CH:44][C:43]([N+:46]([O-:48])=[O:47])=[CH:42][CH:41]=1)[CH2:10][N:11]([CH2:20][CH2:21][N:22]([CH2:31][C:32]([O:34]C(C)(C)C)=[O:33])[CH2:23][C:24](=[O:30])[O:25]C(C)(C)C)[CH2:12][C:13]([O:15]C(C)(C)C)=[O:14])(C)(C)C.Cl.CCOCC. The catalyst is O1CCOCC1. The product is [C:6]([CH2:7][N:8]([CH2:49][C:50]([OH:56])=[O:51])[CH:9]([CH2:39][C:40]1[CH:45]=[CH:44][C:43]([N+:46]([O-:48])=[O:47])=[CH:42][CH:41]=1)[CH2:10][N:11]([CH2:20][CH2:21][N:22]([CH2:23][C:24]([OH:30])=[O:25])[CH2:31][C:32]([OH:34])=[O:33])[CH2:12][C:13]([OH:15])=[O:14])([OH:57])=[O:5]. The yield is 1.00. (2) The catalyst is CS(C)=O.[Cu]I.O. The yield is 0.710. The product is [F:13][C:14]1[CH:19]=[CH:18][C:17]([N:11]2[CH:12]=[C:8]([C:5]3[CH:4]=[CH:3][C:2]([F:1])=[CH:7][CH:6]=3)[N:9]=[CH:10]2)=[CH:16][CH:15]=1. The reactants are [F:1][C:2]1[CH:7]=[CH:6][C:5]([C:8]2[N:9]=[CH:10][NH:11][CH:12]=2)=[CH:4][CH:3]=1.[F:13][C:14]1[CH:19]=[CH:18][C:17](I)=[CH:16][CH:15]=1.C1C=C(O)C2N=CC=CC=2C=1.C([O-])([O-])=O.[K+].[K+]. (3) The reactants are Cl[C:2]1[CH:11]=[CH:10][N:9]=[C:8]2[C:3]=1[CH:4]=[CH:5][C:6]([C:12]([F:15])([F:14])[F:13])=[N:7]2.[F:16][C:17]1[CH:18]=[C:19]([C:38]#[N:39])[C:20]([C:23]2[CH:28]=[CH:27][CH:26]=[C:25](B3OC(C)(C)C(C)(C)O3)[CH:24]=2)=[CH:21][CH:22]=1. No catalyst specified. The product is [F:16][C:17]1[CH:18]=[C:19]([C:38]#[N:39])[C:20]([C:23]2[CH:28]=[CH:27][CH:26]=[C:25]([C:2]3[C:3]4[C:8](=[N:7][C:6]([C:12]([F:15])([F:14])[F:13])=[CH:5][CH:4]=4)[N:9]=[CH:10][CH:11]=3)[CH:24]=2)=[CH:21][CH:22]=1. The yield is 0.260. (4) The reactants are [Cl:1][C:2]1[CH:3]=[CH:4][C:5]2[O:9][C:8]([CH2:10][O:11][N:12]3C(=O)C4C(=CC=CC=4)C3=O)=[N:7][C:6]=2[CH:23]=1.O.NN. The catalyst is C(O)C. The product is [Cl:1][C:2]1[CH:3]=[CH:4][C:5]2[O:9][C:8]([CH2:10][O:11][NH2:12])=[N:7][C:6]=2[CH:23]=1. The yield is 1.00. (5) The yield is 0.0600. The product is [CH:1]([O:4][C:5]([N:7]1[CH2:12][CH2:11][CH:10]([O:13][C:14]2[N:19]=[CH:18][N:17]=[C:16]3[N:20]([C:23]4[CH:28]=[CH:27][C:26]([N:40]5[CH2:39][CH2:38][N:37]([CH2:36][CH2:35][S:32]([CH3:31])(=[O:33])=[O:34])[CH2:42][CH2:41]5)=[CH:25][C:24]=4[CH3:30])[N:21]=[CH:22][C:15]=23)[CH2:9][CH2:8]1)=[O:6])([CH3:3])[CH3:2]. The reactants are [CH:1]([O:4][C:5]([N:7]1[CH2:12][CH2:11][CH:10]([O:13][C:14]2[N:19]=[CH:18][N:17]=[C:16]3[N:20]([C:23]4[CH:28]=[CH:27][C:26](I)=[CH:25][C:24]=4[CH3:30])[N:21]=[CH:22][C:15]=23)[CH2:9][CH2:8]1)=[O:6])([CH3:3])[CH3:2].[CH3:31][S:32]([CH2:35][CH2:36][N:37]1[CH2:42][CH2:41][NH:40][CH2:39][CH2:38]1)(=[O:34])=[O:33].N1CCC[C@H]1C(O)=O.C(=O)([O-])[O-].[K+].[K+]. The catalyst is CS(C)=O.[Cu]I. (6) The reactants are [Br:1][C:2]1[S:6][C:5]([S:7]([NH:10][CH2:11][CH2:12][OH:13])(=[O:9])=[O:8])=[CH:4][CH:3]=1.N1C=CN=C1.[C:19]([Si:23](Cl)([CH3:25])[CH3:24])([CH3:22])([CH3:21])[CH3:20]. The catalyst is C(Cl)Cl. The product is [Br:1][C:2]1[S:6][C:5]([S:7]([NH:10][CH2:11][CH2:12][O:13][Si:23]([C:19]([CH3:22])([CH3:21])[CH3:20])([CH3:25])[CH3:24])(=[O:9])=[O:8])=[CH:4][CH:3]=1. The yield is 0.550. (7) The reactants are Br[CH2:2][CH2:3][N:4]1[C:8](=[O:9])[C:7]2=[CH:10][CH:11]=[CH:12][CH:13]=[C:6]2[C:5]1=[O:14].C(=O)([O-])[O-].[K+].[K+].[CH:21]([C:24]1[NH:25][CH:26]=[CH:27][N:28]=1)([CH3:23])[CH3:22]. The catalyst is CN(C=O)C. The product is [CH:21]([C:24]1[N:25]([CH2:2][CH2:3][N:4]2[C:8](=[O:9])[C:7]3[C:6](=[CH:13][CH:12]=[CH:11][CH:10]=3)[C:5]2=[O:14])[CH:26]=[CH:27][N:28]=1)([CH3:23])[CH3:22]. The yield is 0.220. (8) The reactants are [NH2:1][C:2]1[CH:7]=[CH:6][CH:5]=[C:4]([C:8]([CH:10]2[CH2:15][CH2:14][N:13]([CH3:16])[CH2:12][CH2:11]2)=[O:9])[N:3]=1.[Cl:17][C:18]1[CH:26]=[CH:25][CH:24]=[CH:23][C:19]=1[C:20](Cl)=[O:21]. The catalyst is O1CCOCC1.CO. The product is [Cl:17][C:18]1[CH:26]=[CH:25][CH:24]=[CH:23][C:19]=1[C:20]([NH:1][C:2]1[CH:7]=[CH:6][CH:5]=[C:4]([C:8]([CH:10]2[CH2:15][CH2:14][N:13]([CH3:16])[CH2:12][CH2:11]2)=[O:9])[N:3]=1)=[O:21]. The yield is 0.840. (9) The reactants are [NH2:1][CH:2]([CH2:12][C:13]1[CH:18]=[CH:17][CH:16]=[C:15]([C:19]([F:22])([F:21])[F:20])[CH:14]=1)[CH:3]([C:5]1[CH:10]=[CH:9][C:8]([F:11])=[CH:7][CH:6]=1)[OH:4].[C:23]1([CH2:29][CH2:30][CH2:31][C:32](O)=[O:33])[CH:28]=[CH:27][CH:26]=[CH:25][CH:24]=1.Cl.C(N=C=NCCCN(C)C)C.ON1C2C=CC=CC=2N=N1. The catalyst is C(#N)C.O. The yield is 0.650. The product is [F:11][C:8]1[CH:7]=[CH:6][C:5]([CH:3]([OH:4])[CH:2]([NH:1][C:32](=[O:33])[CH2:31][CH2:30][CH2:29][C:23]2[CH:28]=[CH:27][CH:26]=[CH:25][CH:24]=2)[CH2:12][C:13]2[CH:18]=[CH:17][CH:16]=[C:15]([C:19]([F:22])([F:20])[F:21])[CH:14]=2)=[CH:10][CH:9]=1. (10) The reactants are [CH3:1][C:2]1[CH2:7][CH2:6][CH2:5][C:4]([CH3:9])([CH3:8])[C:3]=1/[CH:10]=[CH:11]/[C:12](/[CH3:22])=[CH:13]/[CH:14]=[CH:15]/[C:16](/[CH3:21])=[CH:17]\[C:18]([OH:20])=O.[NH2:23][C:24]1[CH:29]=[CH:28][N:27]=[CH:26][CH:25]=1.C1CCC(N=C=NC2CCCCC2)CC1. The catalyst is C(Cl)Cl. The product is [CH3:21]/[C:16](/[CH:15]=[CH:14]/[CH:13]=[C:12](\[CH3:22])/[CH:11]=[CH:10]/[C:3]1[C:4]([CH3:8])([CH3:9])[CH2:5][CH2:6][CH2:7][C:2]=1[CH3:1])=[CH:17]/[C:18]([NH:23][C:24]1[CH:29]=[CH:28][N:27]=[CH:26][CH:25]=1)=[O:20]. The yield is 0.570.